Dataset: Full USPTO retrosynthesis dataset with 1.9M reactions from patents (1976-2016). Task: Predict the reactants needed to synthesize the given product. (1) Given the product [CH3:15][O:14][C:4]1[CH:5]=[C:6]([CH2:9][CH2:10][NH2:11])[CH:7]=[CH:8][C:3]=1[O:2][CH3:1], predict the reactants needed to synthesize it. The reactants are: [CH3:1][O:2][C:3]1[CH:8]=[CH:7][C:6]([CH:9]=[CH:10][N+:11]([O-])=O)=[CH:5][C:4]=1[O:14][CH3:15].[Li+].[BH4-].Cl[Si](C)(C)C. (2) Given the product [CH3:28][C:29]1([CH3:42])[CH2:38][CH2:37][C:36]2[C:31](=[CH:32][CH:33]=[C:34]([N:13]3[C:14](=[O:15])[C:9]([CH2:8][C:7]4[CH:6]=[CH:5][C:4]([C:20]5[C:21]([C:26]#[N:27])=[CH:22][CH:23]=[CH:24][CH:25]=5)=[CH:3][C:2]=4[F:1])=[C:10]([CH2:17][CH2:18][CH3:19])[N:11]=[C:12]3[CH3:16])[CH:35]=2)[O:30]1, predict the reactants needed to synthesize it. The reactants are: [F:1][C:2]1[CH:3]=[C:4]([C:20]2[C:21]([C:26]#[N:27])=[CH:22][CH:23]=[CH:24][CH:25]=2)[CH:5]=[CH:6][C:7]=1[CH2:8][C:9]1[C:14](=[O:15])[NH:13][C:12]([CH3:16])=[N:11][C:10]=1[CH2:17][CH2:18][CH3:19].[CH3:28][C:29]1([CH3:42])[CH2:38][CH2:37][C:36]2[C:31](=[CH:32][CH:33]=[C:34](B(O)O)[CH:35]=2)[O:30]1.N1C=CC=CC=1.C(N(CC)CC)C. (3) Given the product [C:9]([C:11]1[CH:12]=[C:13]2[C:18](=[CH:19][CH:20]=1)[CH:17]=[C:16]([S:21]([CH2:24][CH2:25][C:26]([O:28][C:29]([CH3:32])([CH3:31])[CH3:30])=[O:27])(=[O:23])=[O:22])[CH:15]=[CH:14]2)(=[O:4])[NH2:10], predict the reactants needed to synthesize it. The reactants are: OO.C(=O)([O-])[O-:4].[K+].[K+].[C:9]([C:11]1[CH:12]=[C:13]2[C:18](=[CH:19][CH:20]=1)[CH:17]=[C:16]([S:21]([CH2:24][CH2:25][C:26]([O:28][C:29]([CH3:32])([CH3:31])[CH3:30])=[O:27])(=[O:23])=[O:22])[CH:15]=[CH:14]2)#[N:10]. (4) Given the product [CH2:1]([O:3][C:4]([CH:6]1[CH2:10][CH2:9][CH:8]([CH2:11][NH2:12])[N:7]1[CH2:15][C:16]1[CH:17]=[CH:18][C:19]([F:22])=[CH:20][CH:21]=1)=[O:5])[CH3:2], predict the reactants needed to synthesize it. The reactants are: [CH2:1]([O:3][C:4]([CH:6]1[CH2:10][CH2:9][C:8](=[CH:11][N+:12]([O-])=O)[N:7]1[CH2:15][C:16]1[CH:21]=[CH:20][C:19]([F:22])=[CH:18][CH:17]=1)=[O:5])[CH3:2].[H][H].FC1C=CC(CN2C3CCC2C(=O)NC3)=CC=1. (5) Given the product [F:1][C:2]1[CH:3]=[C:4]([C:8]2[C:9]3[CH:30]=[CH:29][CH:28]=[C:27]([CH3:31])[C:10]=3[NH:11][C:12](=[O:26])[C@@H:13]([NH:15][C:16](=[O:25])[O:17][CH2:18][C:19]3[CH:24]=[CH:23][CH:22]=[CH:21][CH:20]=3)[N:14]=2)[CH:5]=[CH:6][CH:7]=1, predict the reactants needed to synthesize it. The reactants are: [F:1][C:2]1[CH:3]=[C:4]([C:8]2[C:9]3[CH:30]=[CH:29][CH:28]=[C:27]([CH3:31])[C:10]=3[NH:11][C:12](=[O:26])[CH:13]([NH:15][C:16](=[O:25])[O:17][CH2:18][C:19]3[CH:24]=[CH:23][CH:22]=[CH:21][CH:20]=3)[N:14]=2)[CH:5]=[CH:6][CH:7]=1.C(=O)=O.CO. (6) Given the product [CH2:1]([NH:9][C:10]1[CH:11]=[C:12]([CH:22]=[CH:23][C:24]=1[O:25][CH3:26])[C:13]([NH:15][C:16]1[CH:21]=[CH:20][CH:19]=[CH:18][CH:17]=1)=[O:14])[C:2]1[CH:7]=[CH:6][CH:5]=[CH:4][CH:3]=1, predict the reactants needed to synthesize it. The reactants are: [CH:1](=O)[C:2]1[CH:7]=[CH:6][CH:5]=[CH:4][CH:3]=1.[NH2:9][C:10]1[CH:11]=[C:12]([CH:22]=[CH:23][C:24]=1[O:25][CH3:26])[C:13]([NH:15][C:16]1[CH:21]=[CH:20][CH:19]=[CH:18][CH:17]=1)=[O:14].C(O)(=O)C.C(O[BH-](OC(=O)C)OC(=O)C)(=O)C.[Na+].C(=O)(O)[O-].[Na+]. (7) Given the product [C:1]([C:3]1[CH:8]=[CH:7][C:6]([N:9]2[C@H:13]3[CH2:14][CH2:15][CH2:16][CH2:17][C@@H:12]3[N:11]([C:18]3[CH:26]=[CH:25][C:21]([C:22]([NH:33][CH:34]([CH2:37][OH:38])[CH2:35][OH:36])=[O:23])=[C:20]([F:27])[CH:19]=3)[C:10]2=[O:28])=[CH:5][C:4]=1[C:29]([F:31])([F:32])[F:30])#[N:2], predict the reactants needed to synthesize it. The reactants are: [C:1]([C:3]1[CH:8]=[CH:7][C:6]([N:9]2[C@H:13]3[CH2:14][CH2:15][CH2:16][CH2:17][C@@H:12]3[N:11]([C:18]3[CH:26]=[CH:25][C:21]([C:22](O)=[O:23])=[C:20]([F:27])[CH:19]=3)[C:10]2=[O:28])=[CH:5][C:4]=1[C:29]([F:32])([F:31])[F:30])#[N:2].[NH2:33][CH:34]([CH2:37][OH:38])[CH2:35][OH:36]. (8) Given the product [CH2:1]([C:5]1=[CH:6][N:7]([C:24]([CH3:27])([CH3:26])[CH3:25])[S:8]/[C:9]/1=[N:10]\[C:11]([C@:13]1([CH3:23])[CH2:17][CH2:16][C@H:15]([C:18]([NH:32][CH2:31][CH2:29][OH:30])=[O:20])[C:14]1([CH3:21])[CH3:22])=[O:12])[CH2:2][CH2:3][CH3:4], predict the reactants needed to synthesize it. The reactants are: [CH2:1]([C:5]1=[CH:6][N:7]([C:24]([CH3:27])([CH3:26])[CH3:25])[S:8]/[C:9]/1=[N:10]\[C:11]([C@:13]1([CH3:23])[CH2:17][CH2:16][C@H:15]([C:18]([OH:20])=O)[C:14]1([CH3:22])[CH3:21])=[O:12])[CH2:2][CH2:3][CH3:4].Cl.[CH2:29]([CH2:31][NH2:32])[OH:30]. (9) The reactants are: [CH2:1]([O:8][C:9]1[CH:18]=[CH:17][C:16](Br)=[C:15]2[C:10]=1[CH:11]=[CH:12][N:13]=[CH:14]2)[C:2]1[CH:7]=[CH:6][CH:5]=[CH:4][CH:3]=1.[CH3:20][N:21]1[CH2:26][CH2:25][NH:24][CH2:23][CH2:22]1. Given the product [CH2:1]([O:8][C:9]1[CH:18]=[CH:17][C:16]([N:24]2[CH2:25][CH2:26][N:21]([CH3:20])[CH2:22][CH2:23]2)=[C:15]2[C:10]=1[CH:11]=[CH:12][N:13]=[CH:14]2)[C:2]1[CH:7]=[CH:6][CH:5]=[CH:4][CH:3]=1, predict the reactants needed to synthesize it. (10) Given the product [Cl:13][C:11]1[CH:12]=[C:2]([O:1][CH2:18][CH3:19])[CH:3]=[C:9]([CH3:8])[C:10]=1[N+:14]([O-:16])=[O:15], predict the reactants needed to synthesize it. The reactants are: [O-:1][CH2:2][CH3:3].[Na+].[Na].FC1[CH:12]=[C:11]([Cl:13])[C:10]([N+:14]([O-:16])=[O:15])=[CH:9][C:8]=1C.[CH3:18][CH2:19]O.